This data is from Reaction yield outcomes from USPTO patents with 853,638 reactions. The task is: Predict the reaction yield, written as a fraction of the theoretical maximum amount of product (1.0 means a 100% yield; for example, 0.34 means a 34% yield). (1) The reactants are [O:1]1[C@H:3]2[CH:4]=[C:5]3[C@@H:21]([C@@:22]4([CH3:28])[CH2:23][CH2:24][C@H:25]([OH:27])[CH2:26][C:2]124)[CH2:20][CH2:19][C@@:18]1([CH3:29])[C@H:6]3[CH2:7][CH2:8][C@@H:9]1[C@H:10]([CH3:17])[CH2:11][CH2:12][CH2:13][CH:14]([CH3:16])[CH3:15].[NH2:30][CH2:31][CH2:32][CH2:33][CH2:34][NH:35][CH2:36][CH2:37][CH2:38][NH2:39].C(O)CCC. The catalyst is COC(C)(C)C. The product is [CH3:17][C@@H:10]([C@@H:9]1[C@@:18]2([CH3:29])[CH2:19][CH2:20][C@@H:21]3[C@@:22]4([CH3:28])[CH2:23][CH2:24][C@H:25]([OH:27])[CH2:26][C@:2]4([OH:1])[C@H:3]([NH:39][CH2:38][CH2:37][CH2:36][NH:35][CH2:34][CH2:33][CH2:32][CH2:31][NH2:30])[CH:4]=[C:5]3[C@@H:6]2[CH2:7][CH2:8]1)[CH2:11][CH2:12][CH2:13][CH:14]([CH3:15])[CH3:16]. The yield is 0.580. (2) The product is [C:1]([N:4]1[CH2:9][CH2:8][C:7](=[O:10])/[C:6](=[C:25](/[NH:24][C:21]2[CH:22]=[CH:23][C:18]([Br:17])=[CH:19][CH:20]=2)\[S:26][CH3:11])/[CH2:5]1)(=[O:3])[CH3:2]. The catalyst is C1COCC1.O. The yield is 0.620. The reactants are [C:1]([N:4]1[CH2:9][CH2:8][C:7](=[O:10])[CH2:6][CH2:5]1)(=[O:3])[CH3:2].[CH3:11]C([O-])(C)C.[K+].[Br:17][C:18]1[CH:23]=[CH:22][C:21]([N:24]=[C:25]=[S:26])=[CH:20][CH:19]=1.CI.